From a dataset of Full USPTO retrosynthesis dataset with 1.9M reactions from patents (1976-2016). Predict the reactants needed to synthesize the given product. (1) Given the product [F:40][C:41]([F:46])([F:45])[C:42]([OH:44])=[O:43].[OH:22][C:20]1[CH:21]=[C:12]([C:7]2[CH:8]=[CH:9][CH:10]=[CH:11][C:6]=2[CH2:5][S:2]([CH3:1])(=[O:4])=[O:3])[CH:13]=[C:14]2[C:19]=1[N:18]=[CH:17][NH:16][C:15]2=[O:39], predict the reactants needed to synthesize it. The reactants are: [CH3:1][S:2]([CH2:5][C:6]1[CH:11]=[CH:10][CH:9]=[CH:8][C:7]=1[C:12]1[CH:13]=[C:14]2[C:19](=[C:20]([O:22]COCC[Si](C)(C)C)[CH:21]=1)[N:18]=[CH:17][N:16](COCC[Si](C)(C)C)[C:15]2=[O:39])(=[O:4])=[O:3].[F:40][C:41]([F:46])([F:45])[C:42]([OH:44])=[O:43]. (2) Given the product [S:1]1[CH:5]=[CH:4][C:3]2[CH:6]=[C:7]([NH:10][CH:14]=[C:15]([C:16]([O:18][CH2:19][CH3:20])=[O:17])[C:21]([O:23][CH2:24][CH3:25])=[O:22])[CH:8]=[CH:9][C:2]1=2, predict the reactants needed to synthesize it. The reactants are: [S:1]1[CH:5]=[CH:4][C:3]2[CH:6]=[C:7]([NH2:10])[CH:8]=[CH:9][C:2]1=2.C(O[CH:14]=[C:15]([C:21]([O:23][CH2:24][CH3:25])=[O:22])[C:16]([O:18][CH2:19][CH3:20])=[O:17])C. (3) Given the product [Br:1][C:2]1[N:6]([CH:7]2[CH2:8][CH2:9][N:10]([C:13]([O:15][C:16]([CH3:19])([CH3:18])[CH3:17])=[O:14])[CH2:11][CH2:12]2)[C:5]([CH:27]2[CH2:29][CH2:28]2)=[N:4][C:3]=1[C:20]1[CH:21]=[CH:22][C:23]([F:26])=[CH:24][CH:25]=1, predict the reactants needed to synthesize it. The reactants are: [Br:1][C:2]1[N:6]([CH:7]2[CH2:12][CH2:11][N:10]([C:13]([O:15][C:16]([CH3:19])([CH3:18])[CH3:17])=[O:14])[CH2:9][CH2:8]2)[CH:5]=[N:4][C:3]=1[C:20]1[CH:25]=[CH:24][C:23]([F:26])=[CH:22][CH:21]=1.[CH:27]1(C2N(C3CCN(C(OC(C)(C)C)=O)CC3)C=C(C3C=CC(F)=CC=3)N=2)[CH2:29][CH2:28]1.BrN1C(=O)CCC1=O. (4) Given the product [Cl:22][C:16]1[CH:17]=[C:18]([Cl:21])[CH:19]=[CH:20][C:15]=1[C:14]([N:10]([CH:11]([CH3:13])[CH3:12])[C:9]1[CH:8]=[C:7]([C:24]#[C:25][C:26]([CH3:28])([CH3:29])[CH3:27])[S:6][C:5]=1[C:3]([OH:4])=[O:2])=[O:23], predict the reactants needed to synthesize it. The reactants are: C[O:2][C:3]([C:5]1[S:6][C:7]([C:24]#[C:25][C:26]([CH3:29])([CH3:28])[CH3:27])=[CH:8][C:9]=1[N:10]([C:14](=[O:23])[C:15]1[CH:20]=[CH:19][C:18]([Cl:21])=[CH:17][C:16]=1[Cl:22])[CH:11]([CH3:13])[CH3:12])=[O:4].C1COCC1.CO.O.[OH-].[Li+]. (5) The reactants are: [CH2:1]([C:4]1[NH:8][N:7]=[C:6]([C:9]2[CH:14]=[CH:13][C:12]([CH3:15])=[CH:11][CH:10]=2)[C:5]=1[C:16]1[CH:21]=[CH:20][CH:19]=[CH:18][CH:17]=1)[CH:2]=C.ClCCl.[BH4-].[Na+].C[OH:28]. Given the product [C:16]1([C:5]2[C:6]([C:9]3[CH:14]=[CH:13][C:12]([CH3:15])=[CH:11][CH:10]=3)=[N:7][NH:8][C:4]=2[CH2:1][CH2:2][OH:28])[CH:21]=[CH:20][CH:19]=[CH:18][CH:17]=1, predict the reactants needed to synthesize it. (6) The reactants are: [O:1]1[CH2:15][C@H:2]1[CH2:3][N:4]1C(=O)C2=CC=CC=C2C1=O.[CH3:16][C:17]1[CH:22]=[C:21]([CH3:23])[CH:20]=[CH:19][C:18]=1[OH:24].C1CCN2C(=NCCC2)CC1.NN. Given the product [NH2:4][CH2:3][C@@H:2]([OH:1])[CH2:15][O:24][C:18]1[CH:19]=[CH:20][C:21]([CH3:23])=[CH:22][C:17]=1[CH3:16], predict the reactants needed to synthesize it. (7) The reactants are: Cl[C:2]1[N:7]=[C:6]([NH:8][C:9]2[CH:14]=[CH:13][C:12]([O:15][CH3:16])=[C:11]([O:17][CH3:18])[CH:10]=2)[C:5]([F:19])=[CH:4][N:3]=1.[OH:20][C:21]1[CH:22]=[C:23]([CH:25]=[CH:26][CH:27]=1)[NH2:24]. Given the product [CH3:18][O:17][C:11]1[CH:10]=[C:9]([NH:8][C:6]2[C:5]([F:19])=[CH:4][N:3]=[C:2]([NH:24][C:23]3[CH:25]=[CH:26][CH:27]=[C:21]([OH:20])[CH:22]=3)[N:7]=2)[CH:14]=[CH:13][C:12]=1[O:15][CH3:16], predict the reactants needed to synthesize it.